From a dataset of Forward reaction prediction with 1.9M reactions from USPTO patents (1976-2016). Predict the product of the given reaction. (1) Given the reactants [Br:1][C:2]1[CH:3]=[C:4]2[C:9](=[CH:10][CH:11]=1)[N:8]=[CH:7][N:6]=[C:5]2[O:12][C@H:13]1[CH2:17][N:16](C(OC(C)(C)C)=O)[C@H:15]([C:25]([O:27][CH3:28])=[O:26])[CH2:14]1.[ClH:29], predict the reaction product. The product is: [ClH:29].[Br:1][C:2]1[CH:3]=[C:4]2[C:9](=[CH:10][CH:11]=1)[N:8]=[CH:7][N:6]=[C:5]2[O:12][C@H:13]1[CH2:17][NH:16][C@H:15]([C:25]([O:27][CH3:28])=[O:26])[CH2:14]1. (2) Given the reactants C([O-])([O-])=O.[K+].[K+].Br[CH2:8][CH2:9][F:10].[C:11]([C:13]1[CH:18]=[CH:17][CH:16]=[CH:15][C:14]=1[OH:19])#[N:12].O, predict the reaction product. The product is: [F:10][CH2:9][CH2:8][O:19][C:14]1[CH:15]=[CH:16][CH:17]=[CH:18][C:13]=1[C:11]#[N:12]. (3) The product is: [Br:1][C:2]1[CH:3]=[C:4]([C:8]2([C:11]([O-:13])=[O:12])[CH2:9][CH2:10]2)[CH:5]=[N:6][CH:7]=1.[K+:16]. Given the reactants [Br:1][C:2]1[CH:3]=[C:4]([C:8]2([C:11]([O:13]C)=[O:12])[CH2:10][CH2:9]2)[CH:5]=[N:6][CH:7]=1.O([Si](C)(C)C)[K:16], predict the reaction product. (4) Given the reactants [C:1]([O:5][C:6](=[O:18])[CH2:7][N:8]1[C:16]2[C:11](=[CH:12][CH:13]=[C:14]([OH:17])[CH:15]=2)[CH:10]=[CH:9]1)([CH3:4])([CH3:3])[CH3:2].[CH3:19][C:20]1[N:21]=[C:22]([C:28]2[CH:33]=[CH:32][CH:31]=[CH:30][CH:29]=2)[S:23][C:24]=1[CH2:25][CH2:26]O.C1(P(C2C=CC=CC=2)C2C=CC=CC=2)C=CC=CC=1.N(C(OC(C)(C)C)=O)=NC(OC(C)(C)C)=O, predict the reaction product. The product is: [C:1]([O:5][C:6](=[O:18])[CH2:7][N:8]1[C:16]2[C:11](=[CH:12][CH:13]=[C:14]([O:17][CH2:26][CH2:25][C:24]3[S:23][C:22]([C:28]4[CH:33]=[CH:32][CH:31]=[CH:30][CH:29]=4)=[N:21][C:20]=3[CH3:19])[CH:15]=2)[CH:10]=[CH:9]1)([CH3:4])([CH3:2])[CH3:3].